This data is from NCI-60 drug combinations with 297,098 pairs across 59 cell lines. The task is: Regression. Given two drug SMILES strings and cell line genomic features, predict the synergy score measuring deviation from expected non-interaction effect. (1) Cell line: HL-60(TB). Drug 1: C1=CC(=CC=C1CC(C(=O)O)N)N(CCCl)CCCl.Cl. Synergy scores: CSS=52.9, Synergy_ZIP=-3.71, Synergy_Bliss=-3.45, Synergy_Loewe=-20.7, Synergy_HSA=-3.62. Drug 2: CC1=C2C(C(=O)C3(C(CC4C(C3C(C(C2(C)C)(CC1OC(=O)C(C(C5=CC=CC=C5)NC(=O)OC(C)(C)C)O)O)OC(=O)C6=CC=CC=C6)(CO4)OC(=O)C)O)C)O. (2) Drug 1: CC(CN1CC(=O)NC(=O)C1)N2CC(=O)NC(=O)C2. Drug 2: CCN(CC)CCNC(=O)C1=C(NC(=C1C)C=C2C3=C(C=CC(=C3)F)NC2=O)C. Cell line: HS 578T. Synergy scores: CSS=4.33, Synergy_ZIP=-2.10, Synergy_Bliss=-1.01, Synergy_Loewe=-4.44, Synergy_HSA=-4.14. (3) Synergy scores: CSS=18.4, Synergy_ZIP=-5.67, Synergy_Bliss=3.22, Synergy_Loewe=-1.05, Synergy_HSA=0.780. Drug 1: C1=CC(=CC=C1CC(C(=O)O)N)N(CCCl)CCCl.Cl. Cell line: MCF7. Drug 2: C1C(C(OC1N2C=NC3=C(N=C(N=C32)Cl)N)CO)O. (4) Drug 1: C1CCC(C1)C(CC#N)N2C=C(C=N2)C3=C4C=CNC4=NC=N3. Drug 2: CC1C(C(=O)NC(C(=O)N2CCCC2C(=O)N(CC(=O)N(C(C(=O)O1)C(C)C)C)C)C(C)C)NC(=O)C3=C4C(=C(C=C3)C)OC5=C(C(=O)C(=C(C5=N4)C(=O)NC6C(OC(=O)C(N(C(=O)CN(C(=O)C7CCCN7C(=O)C(NC6=O)C(C)C)C)C)C(C)C)C)N)C. Cell line: CAKI-1. Synergy scores: CSS=22.0, Synergy_ZIP=15.4, Synergy_Bliss=17.7, Synergy_Loewe=19.4, Synergy_HSA=18.7. (5) Drug 1: C1=CC(=C2C(=C1NCCNCCO)C(=O)C3=C(C=CC(=C3C2=O)O)O)NCCNCCO. Synergy scores: CSS=37.2, Synergy_ZIP=5.70, Synergy_Bliss=7.22, Synergy_Loewe=-8.28, Synergy_HSA=7.65. Cell line: SF-539. Drug 2: COC1=NC(=NC2=C1N=CN2C3C(C(C(O3)CO)O)O)N.